Dataset: NCI-60 drug combinations with 297,098 pairs across 59 cell lines. Task: Regression. Given two drug SMILES strings and cell line genomic features, predict the synergy score measuring deviation from expected non-interaction effect. (1) Drug 1: C1CN1P(=S)(N2CC2)N3CC3. Drug 2: C1=NNC2=C1C(=O)NC=N2. Cell line: SNB-19. Synergy scores: CSS=16.3, Synergy_ZIP=-7.48, Synergy_Bliss=-3.23, Synergy_Loewe=-4.75, Synergy_HSA=-2.10. (2) Drug 2: CC1CCC2CC(C(=CC=CC=CC(CC(C(=O)C(C(C(=CC(C(=O)CC(OC(=O)C3CCCCN3C(=O)C(=O)C1(O2)O)C(C)CC4CCC(C(C4)OC)O)C)C)O)OC)C)C)C)OC. Drug 1: C1CC(C1)(C(=O)O)C(=O)O.[NH2-].[NH2-].[Pt+2]. Cell line: NCI-H226. Synergy scores: CSS=18.1, Synergy_ZIP=-4.34, Synergy_Bliss=1.84, Synergy_Loewe=-0.232, Synergy_HSA=-0.0949. (3) Drug 1: C1=CN(C=N1)CC(O)(P(=O)(O)O)P(=O)(O)O. Drug 2: C1CNP(=O)(OC1)N(CCCl)CCCl. Cell line: HOP-62. Synergy scores: CSS=1.97, Synergy_ZIP=3.69, Synergy_Bliss=6.77, Synergy_Loewe=7.54, Synergy_HSA=-0.619.